This data is from Full USPTO retrosynthesis dataset with 1.9M reactions from patents (1976-2016). The task is: Predict the reactants needed to synthesize the given product. (1) Given the product [O:1]1[C:5]2[CH:6]=[CH:7][CH:8]=[CH:9][C:4]=2[N:3]=[C:2]1[N:10]1[CH2:16][C:15]2[CH:17]=[CH:18][C:19]([C:21]([NH:25][OH:26])=[O:22])=[CH:20][C:14]=2[O:13][CH2:12][CH2:11]1, predict the reactants needed to synthesize it. The reactants are: [O:1]1[C:5]2[CH:6]=[CH:7][CH:8]=[CH:9][C:4]=2[N:3]=[C:2]1[N:10]1[CH2:16][C:15]2[CH:17]=[CH:18][C:19]([C:21](OC)=[O:22])=[CH:20][C:14]=2[O:13][CH2:12][CH2:11]1.[NH2:25][OH:26].[OH-].[Na+]. (2) Given the product [OH:1][C:2]1([C:9]2[CH:14]=[CH:13][CH:12]=[C:11]([O:15][CH3:16])[CH:10]=2)[CH2:7][CH2:6][CH:5]([OH:8])[CH2:4][CH2:3]1, predict the reactants needed to synthesize it. The reactants are: [OH:1][C:2]1([C:9]2[CH:14]=[CH:13][CH:12]=[C:11]([O:15][CH3:16])[CH:10]=2)[CH2:7][CH2:6][C:5](=[O:8])[CH2:4][CH2:3]1.[BH4-].[Na+].O. (3) Given the product [CH2:23]([N:14]1[C:11]2[CH2:12][CH2:13][NH:8][CH2:9][C:10]=2[C:16]([C:17]2[S:18][C:19]([CH3:22])=[CH:20][CH:21]=2)=[CH:15]1)[C:24]1[CH:25]=[CH:26][CH:27]=[CH:28][CH:29]=1, predict the reactants needed to synthesize it. The reactants are: C(OC([N:8]1[CH2:13][CH2:12][C:11]2[N:14]([CH2:23][C:24]3[CH:29]=[CH:28][CH:27]=[CH:26][CH:25]=3)[CH:15]=[C:16]([C:17]3[S:18][C:19]([CH3:22])=[CH:20][CH:21]=3)[C:10]=2[CH2:9]1)=O)(C)(C)C.C(OC(N1CCC(=O)CC1)=O)(C)(C)C.C(N)C1C=CC=CC=1.CC1SC(C=C[N+]([O-])=O)=CC=1. (4) The reactants are: [CH3:1][S:2]([C:5]1[N:10]=[CH:9][C:8]([O:11][C:12]2[CH:13]=[C:14]3[C:18](=[CH:19][CH:20]=2)[NH:17][C:16]([C:21]2[S:22][CH:23]([CH2:26][C:27]([OH:29])=O)[CH2:24][N:25]=2)=[CH:15]3)=[CH:7][CH:6]=1)(=[O:4])=[O:3].O.ON1C2C=CC=CC=2N=N1.Cl.C(N=C=NCCCN(C)C)C.[F:53][C:54]([F:58])([F:57])[CH2:55][NH2:56]. Given the product [CH3:1][S:2]([C:5]1[N:10]=[CH:9][C:8]([O:11][C:12]2[CH:13]=[C:14]3[C:18](=[CH:19][CH:20]=2)[NH:17][C:16]([C:21]2[S:22][CH:23]([CH2:26][C:27]([NH:56][CH2:55][C:54]([F:58])([F:57])[F:53])=[O:29])[CH2:24][N:25]=2)=[CH:15]3)=[CH:7][CH:6]=1)(=[O:3])=[O:4], predict the reactants needed to synthesize it. (5) Given the product [CH3:1][O:2][C:3](=[O:28])[C@@H:4]([O:25][CH2:26][CH3:27])[CH2:5][C:7]1[CH:12]=[CH:11][C:10]([O:13][CH2:14][C:15]2[CH:20]=[CH:19][CH:18]=[CH:17][CH:16]=2)=[CH:9][C:8]=1[C:21]([F:24])([F:22])[F:23], predict the reactants needed to synthesize it. The reactants are: [CH3:1][O:2][C:3](=[O:28])[C@@H:4]([O:25][CH2:26][CH3:27])[C@@H:5]([C:7]1[CH:12]=[CH:11][C:10]([O:13][CH2:14][C:15]2[CH:20]=[CH:19][CH:18]=[CH:17][CH:16]=2)=[CH:9][C:8]=1[C:21]([F:24])([F:23])[F:22])O.C([SiH](CC)CC)C. (6) Given the product [Br:12][C:13]1[CH:22]=[CH:21][C:16]2[N:17]=[C:18]([NH:9][C:7]3[CH:6]=[CH:5][N:4]=[C:3]([S:2][CH3:1])[N:8]=3)[S:19][C:15]=2[CH:14]=1, predict the reactants needed to synthesize it. The reactants are: [CH3:1][S:2][C:3]1[N:8]=[C:7]([NH2:9])[CH:6]=[CH:5][N:4]=1.[H-].[Na+].[Br:12][C:13]1[CH:22]=[CH:21][C:16]2[N:17]=[C:18](Cl)[S:19][C:15]=2[CH:14]=1.O.